Dataset: CYP2C9 inhibition data for predicting drug metabolism from PubChem BioAssay. Task: Regression/Classification. Given a drug SMILES string, predict its absorption, distribution, metabolism, or excretion properties. Task type varies by dataset: regression for continuous measurements (e.g., permeability, clearance, half-life) or binary classification for categorical outcomes (e.g., BBB penetration, CYP inhibition). Dataset: cyp2c9_veith. (1) The compound is CC(C)CO/N=C1/C[C@@H](O)[C@@H](O)[C@H]2[C@@H]1CC[C@@H]1C(=O)N(C[C@@H]3CCCO3)C(=O)[C@H]12. The result is 0 (non-inhibitor). (2) The compound is CN(C)Cc1ccccc1-c1cncnc1NC1CC1. The result is 0 (non-inhibitor). (3) The compound is CC(=O)OC1C2CCCC1C([NH+]1CCCC1)CC2.[Cl-]. The result is 0 (non-inhibitor). (4) The compound is N#Cc1ccccc1Sc1ccccc1N. The result is 1 (inhibitor). (5) The drug is O=C(Nc1ccccc1)N1CC[C@@]2(CCCN(C(=O)c3cccc(F)c3)C2)C1. The result is 0 (non-inhibitor).